This data is from Catalyst prediction with 721,799 reactions and 888 catalyst types from USPTO. The task is: Predict which catalyst facilitates the given reaction. (1) Reactant: C(=O)([O-])[O-].[K+].[K+].[CH:7]([N:10]=[C:11]=[O:12])([CH3:9])[CH3:8].[Cl:13][C:14]1[C:15]([O:24][C:25]2[C:29]([CH3:30])=[C:28]([CH3:31])[NH:27][N:26]=2)=[N:16][CH:17]=[C:18]([C:20]([F:23])([F:22])[F:21])[CH:19]=1.Cl. Product: [CH:7]([NH:10][C:11]([N:27]1[C:28]([CH3:31])=[C:29]([CH3:30])[C:25]([O:24][C:15]2[C:14]([Cl:13])=[CH:19][C:18]([C:20]([F:23])([F:22])[F:21])=[CH:17][N:16]=2)=[N:26]1)=[O:12])([CH3:9])[CH3:8]. The catalyst class is: 3. (2) Reactant: [NH2:1][C:2]1[N:7]=[C:6]([CH2:8][O:9]/[N:10]=[C:11](/[C:16]2[CH:21]=[CH:20][CH:19]=[CH:18][CH:17]=2)\[C:12](=[N:14]\[OH:15])\[NH2:13])[CH:5]=[CH:4][CH:3]=1.C1N=CN([C:27](N2C=NC=C2)=[O:28])C=1. Product: [NH2:1][C:2]1[N:7]=[C:6]([CH2:8][O:9]/[N:10]=[C:11](/[C:16]2[CH:21]=[CH:20][CH:19]=[CH:18][CH:17]=2)\[C:12]2[NH:13][C:27](=[O:28])[O:15][N:14]=2)[CH:5]=[CH:4][CH:3]=1. The catalyst class is: 3. (3) Reactant: Br[C:2]1[CH:7]=[CH:6][CH:5]=[CH:4][N:3]=1.C([Sn](CCCC)(CCCC)[C:13]1[O:17][N:16]=[C:15]([C:18]([O:20][CH2:21][CH3:22])=[O:19])[CH:14]=1)CCC.F[P-](F)(F)(F)(F)F.C([N+]1C=CN(C)C=1)CCC. Product: [N:3]1[CH:4]=[CH:5][CH:6]=[CH:7][C:2]=1[C:13]1[O:17][N:16]=[C:15]([C:18]([O:20][CH2:21][CH3:22])=[O:19])[CH:14]=1. The catalyst class is: 658. (4) Reactant: [NH2:1][C:2]1[N:11]=[CH:10][CH:9]=[CH:8][C:3]=1[C:4]([O:6]C)=O.[C:12](OC)(=[O:15])[CH2:13][CH3:14].CC([O-])(C)C.[Na+]. Product: [CH3:14][C:13]1[C:12]([OH:15])=[N:1][C:2]2[C:3]([C:4]=1[OH:6])=[CH:8][CH:9]=[CH:10][N:11]=2. The catalyst class is: 1. (5) Reactant: [F:1][C:2]1[CH:7]=[C:6]([F:8])[CH:5]=[CH:4][C:3]=1[C@:9]12[CH2:17][O:16][C@H:15]([CH2:18]O)[C@H:14]1[CH2:13][S:12][C:11]([NH:20][C:21](=[O:28])[C:22]1[CH:27]=[CH:26][CH:25]=[CH:24][CH:23]=1)=[N:10]2.C(N(CC)CC)C.[F:36]C(F)(C(F)(F)F)C(F)(F)C(F)(F)S(F)(=O)=O. Product: [F:1][C:2]1[CH:7]=[C:6]([F:8])[CH:5]=[CH:4][C:3]=1[C@:9]12[CH2:17][O:16][C@H:15]([CH2:18][F:36])[C@H:14]1[CH2:13][S:12][C:11]([NH:20][C:21](=[O:28])[C:22]1[CH:27]=[CH:26][CH:25]=[CH:24][CH:23]=1)=[N:10]2. The catalyst class is: 1. (6) Reactant: COC1C=C(C=CC=1OC)C[NH:7][C:8]1[N:13]2[N:14]=[C:15]([C:17]3[O:18][CH:19]=[CH:20][CH:21]=3)[N:16]=[C:12]2[CH:11]=[C:10]([C:22]#[C:23][C:24]2([OH:29])[CH2:28][CH2:27][CH2:26][CH2:25]2)[N:9]=1.O.C(C1C(=O)C(Cl)=C(Cl)C(=O)C=1C#N)#N. Product: [NH2:7][C:8]1[N:13]2[N:14]=[C:15]([C:17]3[O:18][CH:19]=[CH:20][CH:21]=3)[N:16]=[C:12]2[CH:11]=[C:10]([C:22]#[C:23][C:24]2([OH:29])[CH2:25][CH2:26][CH2:27][CH2:28]2)[N:9]=1. The catalyst class is: 22.